This data is from Reaction yield outcomes from USPTO patents with 853,638 reactions. The task is: Predict the reaction yield, written as a fraction of the theoretical maximum amount of product (1.0 means a 100% yield; for example, 0.34 means a 34% yield). (1) The product is [ClH:30].[CH3:26][NH:27][CH2:22][C:13]1[CH:14]=[C:15]([C:16]2[CH:17]=[CH:18][CH:19]=[CH:20][CH:21]=2)[N:11]([S:8]([C:3]2[CH:4]=[CH:5][CH:6]=[CH:7][C:2]=2[CH3:1])(=[O:10])=[O:9])[CH:12]=1. The yield is 0.760. The reactants are [CH3:1][C:2]1[CH:7]=[CH:6][CH:5]=[CH:4][C:3]=1[S:8]([N:11]1[C:15]([C:16]2[CH:21]=[CH:20][CH:19]=[CH:18][CH:17]=2)=[CH:14][C:13]([CH:22]=O)=[CH:12]1)(=[O:10])=[O:9].CO.[CH3:26][NH2:27].[BH4-].[Na+].[ClH:30].C(=O)([O-])O.[Na+]. The catalyst is CO. (2) The reactants are [CH3:1][N:2]([CH3:17])[C:3]([N:5]1[CH2:11][CH2:10][C:9]2[CH:12]=[C:13]([NH2:16])[CH:14]=[CH:15][C:8]=2[CH2:7][CH2:6]1)=[O:4].Cl[C:19]1[N:24]=[C:23]([NH:25][C:26]2[CH:35]=[CH:34][CH:33]=[CH:32][C:27]=2[C:28]([NH:30][CH3:31])=[O:29])[C:22]([Cl:36])=[CH:21][N:20]=1.Cl.O1CCOCC1. The catalyst is CC(O)C. The product is [CH3:1][N:2]([CH3:17])[C:3]([N:5]1[CH2:11][CH2:10][C:9]2[CH:12]=[C:13]([NH:16][C:19]3[N:24]=[C:23]([NH:25][C:26]4[CH:35]=[CH:34][CH:33]=[CH:32][C:27]=4[C:28](=[O:29])[NH:30][CH3:31])[C:22]([Cl:36])=[CH:21][N:20]=3)[CH:14]=[CH:15][C:8]=2[CH2:7][CH2:6]1)=[O:4]. The yield is 0.810.